From a dataset of Catalyst prediction with 721,799 reactions and 888 catalyst types from USPTO. Predict which catalyst facilitates the given reaction. (1) Reactant: [Cl:1][C:2]1[CH:11]=[C:10]2[C:5]([CH2:6][C:7]([CH3:47])([CH3:46])[C:8](=[O:45])[N:9]2[CH:12]2[CH2:17][CH2:16][N:15]([C:18]([C:20]3[CH:25]=[CH:24][C:23]([C:26]4[CH:31]=[C:30]([F:32])[CH:29]=[CH:28][C:27]=4[O:33][CH2:34][CH2:35][CH2:36][O:37]C4CCCCO4)=[CH:22][C:21]=3[F:44])=[O:19])[CH2:14][CH2:13]2)=[N:4][CH:3]=1.O.C1(C)C=CC(S(O)(=O)=O)=CC=1. Product: [Cl:1][C:2]1[CH:11]=[C:10]2[C:5]([CH2:6][C:7]([CH3:47])([CH3:46])[C:8](=[O:45])[N:9]2[CH:12]2[CH2:17][CH2:16][N:15]([C:18]([C:20]3[CH:25]=[CH:24][C:23]([C:26]4[CH:31]=[C:30]([F:32])[CH:29]=[CH:28][C:27]=4[O:33][CH2:34][CH2:35][CH2:36][OH:37])=[CH:22][C:21]=3[F:44])=[O:19])[CH2:14][CH2:13]2)=[N:4][CH:3]=1. The catalyst class is: 5. (2) Reactant: S(Cl)(Cl)=[O:2].[C:5]1(=[N:16]O)[CH:8]2[CH2:9][C:10]3[CH:11]=[CH:12][CH:13]=[CH:14][C:15]=3[CH:7]2[CH2:6]1. Product: [C:5]1(=[O:2])[CH:8]2[CH2:9][C:10]3[CH:11]=[CH:12][CH:13]=[CH:14][C:15]=3[CH:7]2[CH2:6][NH:16]1. The catalyst class is: 12. (3) Reactant: [OH:1][C:2]1[CH:7]=[CH:6][C:5]([CH3:8])=[CH:4][C:3]=1[C:9]1[CH2:13][CH2:12][CH2:11][C:10]=1[C:14]1[CH:15]=[C:16]([NH:23][C:24](=[O:27])[CH2:25][CH3:26])[CH:17]=[C:18]([CH:22]=1)[C:19]([OH:21])=[O:20].[F:28][C:29]1[CH:36]=[C:35]([F:37])[CH:34]=[CH:33][C:30]=1[CH2:31]Br. Product: [F:28][C:29]1[CH:36]=[C:35]([F:37])[CH:34]=[CH:33][C:30]=1[CH2:31][O:20][C:19](=[O:21])[C:18]1[CH:22]=[C:14]([C:10]2[CH2:11][CH2:12][CH2:13][C:9]=2[C:3]2[CH:4]=[C:5]([CH3:8])[CH:6]=[CH:7][C:2]=2[O:1][CH2:31][C:30]2[CH:33]=[CH:34][C:35]([F:37])=[CH:36][C:29]=2[F:28])[CH:15]=[C:16]([NH:23][C:24](=[O:27])[CH2:25][CH3:26])[CH:17]=1. The catalyst class is: 21. (4) Reactant: [Br:1][C:2]1[CH:9]=[C:8]([Cl:10])[CH:7]=[C:6]([F:11])[C:3]=1[CH:4]=O.[OH2:12].O[NH2:14].O. Product: [Br:1][C:2]1[CH:9]=[C:8]([Cl:10])[CH:7]=[C:6]([F:11])[C:3]=1[CH:4]=[N:14][OH:12]. The catalyst class is: 41. (5) Reactant: [C:1]([OH:7])(=[O:6])[CH2:2][C:3](O)=O.C([C:10]1[CH:15]=[CH:14][C:13]([O:16][S:17]([CH3:20])(=[O:19])=[O:18])=[CH:12][CH:11]=1)=O.N1CCCCC1. Product: [CH3:20][S:17]([O:16][C:13]1[CH:12]=[CH:11][C:10](/[CH:3]=[CH:2]/[C:1]([OH:7])=[O:6])=[CH:15][CH:14]=1)(=[O:19])=[O:18]. The catalyst class is: 17. (6) Reactant: [CH:1]1([S:4]([C:7]2[CH:35]=[CH:34][C:10]([CH2:11][NH:12][C:13]([C:15]3[C:16](=[O:33])[N:17]([C:23]4[CH:28]=[CH:27][CH:26]=[C:25]([C:29]([F:32])([F:31])[F:30])[CH:24]=4)[C:18]([CH3:22])=[C:19](I)[CH:20]=3)=[O:14])=[CH:9][CH:8]=2)(=[O:6])=[O:5])[CH2:3][CH2:2]1.[CH:36]1([S:39]([O-:41])=[O:40])[CH2:38][CH2:37]1.[Na+]. Product: [CH:36]1([S:39]([C:19]2[CH:20]=[C:15]([C:13]([NH:12][CH2:11][C:10]3[CH:34]=[CH:35][C:7]([S:4]([CH:1]4[CH2:3][CH2:2]4)(=[O:6])=[O:5])=[CH:8][CH:9]=3)=[O:14])[C:16](=[O:33])[N:17]([C:23]3[CH:28]=[CH:27][CH:26]=[C:25]([C:29]([F:32])([F:31])[F:30])[CH:24]=3)[C:18]=2[CH3:22])(=[O:41])=[O:40])[CH2:38][CH2:37]1. The catalyst class is: 471. (7) Reactant: [N:1]([C:4]1[S:5][C:6]([CH3:13])=[CH:7][C:8]=1[C:9]([O:11]C)=O)=[C:2]=[O:3].[NH2:14][C:15]1[CH:16]=[C:17]([CH:21]=[CH:22][C:23]=1[CH2:24][CH3:25])[C:18]([OH:20])=O.CCN(C(C)C)C(C)C.CN(C(ON1N=NC2C=CC=NC1=2)=[N+](C)C)C.F[P-](F)(F)(F)(F)F.C([O:61][C:62](=[O:75])[C@H:63]([OH:74])[C@H:64]([NH2:73])[CH2:65][C:66]1[CH:71]=[CH:70][CH:69]=[CH:68][C:67]=1[Cl:72])C. Product: [Cl:72][C:67]1[CH:68]=[CH:69][CH:70]=[CH:71][C:66]=1[CH2:65][C@@H:64]([NH:73][C:18](=[O:20])[C:17]1[CH:21]=[CH:22][C:23]([CH2:24][CH3:25])=[C:15]([N:14]2[C:9](=[O:11])[C:8]3[CH:7]=[C:6]([CH3:13])[S:5][C:4]=3[NH:1][C:2]2=[O:3])[CH:16]=1)[C@@H:63]([OH:74])[C:62]([OH:75])=[O:61]. The catalyst class is: 3. (8) Reactant: [Cl:1][C:2]([F:13])([F:12])[C:3]1[N:8]=[CH:7][C:6]([C:9](=[O:11])[CH3:10])=[CH:5][CH:4]=1.[BH4-].[Na+].Cl. Product: [Cl:1][C:2]([F:12])([F:13])[C:3]1[N:8]=[CH:7][C:6]([CH:9]([OH:11])[CH3:10])=[CH:5][CH:4]=1. The catalyst class is: 5. (9) Reactant: [CH3:1][O:2][CH2:3][N:4]1[C:12]2[C:7](=[CH:8][C:9]([OH:24])=[CH:10][C:11]=2[O:13][C:14]2[CH:19]=[CH:18][C:17]([S:20]([CH3:23])(=[O:22])=[O:21])=[CH:16][CH:15]=2)[C:6]([NH:25][C:26]2[CH:30]=[CH:29][N:28]([CH3:31])[N:27]=2)=[N:5]1.C(=O)([O-])[O-].[K+].[K+].[CH3:38][CH:39](I)[CH3:40]. Product: [CH:39]([O:24][C:9]1[CH:8]=[C:7]2[C:12](=[C:11]([O:13][C:14]3[CH:15]=[CH:16][C:17]([S:20]([CH3:23])(=[O:22])=[O:21])=[CH:18][CH:19]=3)[CH:10]=1)[N:4]([CH2:3][O:2][CH3:1])[N:5]=[C:6]2[NH:25][C:26]1[CH:30]=[CH:29][N:28]([CH3:31])[N:27]=1)([CH3:40])[CH3:38]. The catalyst class is: 3.